The task is: Predict the product of the given reaction.. This data is from Forward reaction prediction with 1.9M reactions from USPTO patents (1976-2016). (1) Given the reactants [OH:1][CH2:2][CH2:3][C:4]1[CH:5]=[C:6]([CH2:10][CH2:11][OH:12])[CH:7]=[CH:8][CH:9]=1.C[O:14][C:15](=[O:25])[C:16]1[CH:21]=[CH:20][C:19]([O:22][CH3:23])=[C:18](O)[CH:17]=1, predict the reaction product. The product is: [OH:1][CH2:2][CH2:3][C:4]1[CH:5]=[C:6]([CH2:10][CH2:11][O:12][C:18]2[CH:17]=[C:16]([CH:21]=[CH:20][C:19]=2[O:22][CH3:23])[C:15]([OH:25])=[O:14])[CH:7]=[CH:8][CH:9]=1. (2) Given the reactants CCOC(/N=N/C(OCC)=O)=O.[OH:13][C:14]1[CH:21]=[CH:20][C:17]([CH:18]=[O:19])=[CH:16][CH:15]=1.[S:22]1[CH:26]=[CH:25][C:24]([CH2:27]O)=[CH:23]1.C1(P(C2C=CC=CC=2)C2C=CC=CC=2)C=CC=CC=1, predict the reaction product. The product is: [S:22]1[CH:26]=[CH:25][C:24]([CH2:27][O:13][C:14]2[CH:21]=[CH:20][C:17]([CH:18]=[O:19])=[CH:16][CH:15]=2)=[CH:23]1. (3) Given the reactants Br[C:2]1[C:3]([NH:14][C:15]2[C:24]3[C:19](=[CH:20][C:21]([F:26])=[CH:22][C:23]=3[F:25])[N:18]=[C:17]([C:27]3[CH:32]=[CH:31][CH:30]=[CH:29][N:28]=3)[C:16]=2[CH3:33])=[CH:4][C:5]([N:8]2[CH2:13][CH2:12][O:11][CH2:10][CH2:9]2)=[N:6][CH:7]=1.[CH:34]1(B(O)O)[CH2:36][CH2:35]1.C1(P(C2CCCCC2)C2CCCCC2)CCCCC1.[O-]P([O-])([O-])=O.[K+].[K+].[K+], predict the reaction product. The product is: [CH:34]1([C:2]2[C:3]([NH:14][C:15]3[C:24]4[C:19](=[CH:20][C:21]([F:26])=[CH:22][C:23]=4[F:25])[N:18]=[C:17]([C:27]4[CH:32]=[CH:31][CH:30]=[CH:29][N:28]=4)[C:16]=3[CH3:33])=[CH:4][C:5]([N:8]3[CH2:13][CH2:12][O:11][CH2:10][CH2:9]3)=[N:6][CH:7]=2)[CH2:36][CH2:35]1. (4) Given the reactants [F:1][C:2]1[CH:34]=[C:33]([F:35])[CH:32]=[CH:31][C:3]=1[O:4][C:5]1[CH:6]=[C:7]2[C:11](=[CH:12][C:13]=1[C:14]([NH:16][C@@H:17]([CH2:22][CH2:23][N:24]([CH3:26])[CH3:25])[C:18](OC)=[O:19])=[O:15])[N:10]([CH2:27][CH:28]([CH3:30])[CH3:29])[N:9]=[CH:8]2.[BH4-].[Na+], predict the reaction product. The product is: [F:1][C:2]1[CH:34]=[C:33]([F:35])[CH:32]=[CH:31][C:3]=1[O:4][C:5]1[CH:6]=[C:7]2[C:11](=[CH:12][C:13]=1[C:14]([NH:16][C@@H:17]([CH2:22][CH2:23][N:24]([CH3:26])[CH3:25])[CH2:18][OH:19])=[O:15])[N:10]([CH2:27][CH:28]([CH3:29])[CH3:30])[N:9]=[CH:8]2.